From a dataset of Forward reaction prediction with 1.9M reactions from USPTO patents (1976-2016). Predict the product of the given reaction. (1) Given the reactants [Cl-].[CH3:2][O:3][CH2:4][P+](C1C=CC=CC=1)(C1C=CC=CC=1)C1C=CC=CC=1.[H-].[Na+].[CH3:26][C@H:27]1[CH2:32][C:31](=O)[CH2:30][CH2:29][C@H:28]1[C:34]([O:36][CH2:37][CH3:38])=[O:35].O, predict the reaction product. The product is: [CH3:2][O:3][CH:4]=[C:31]1[CH2:30][CH2:29][C@@H:28]([C:34]([O:36][CH2:37][CH3:38])=[O:35])[C@@H:27]([CH3:26])[CH2:32]1. (2) Given the reactants [F:1][C:2]1[CH:7]=[CH:6][C:5]([N:8]([CH2:24][C:25]2[CH:30]=[CH:29][C:28]([NH:31][C:32]([C@@H:34]3[CH2:38][CH2:37][CH2:36][N:35]3[C:39](=[O:53])[C@@H:40]([C:47]3[CH:52]=[CH:51][CH:50]=[CH:49][CH:48]=3)[N:41]3[CH2:46][CH2:45][CH2:44][CH2:43][CH2:42]3)=[O:33])=[CH:27][CH:26]=2)[CH2:9][C:10]2[CH:15]=[CH:14][C:13]([NH:16][C:17]([C@@H:19]3[CH2:23][CH2:22][CH2:21][NH:20]3)=[O:18])=[CH:12][CH:11]=2)=[CH:4][CH:3]=1.[CH3:54][O:55][C:56]([NH:58][C@@H:59]([C@H:63]1[CH2:67][CH2:66][O:65][CH2:64]1)[C:60](O)=[O:61])=[O:57], predict the reaction product. The product is: [F:1][C:2]1[CH:7]=[CH:6][C:5]([N:8]([CH2:9][C:10]2[CH:15]=[CH:14][C:13]([NH:16][C:17]([C@@H:19]3[CH2:23][CH2:22][CH2:21][N:20]3[C:60](=[O:61])[C@@H:59]([NH:58][C:56](=[O:57])[O:55][CH3:54])[C@H:63]3[CH2:67][CH2:66][O:65][CH2:64]3)=[O:18])=[CH:12][CH:11]=2)[CH2:24][C:25]2[CH:30]=[CH:29][C:28]([NH:31][C:32]([C@@H:34]3[CH2:38][CH2:37][CH2:36][N:35]3[C:39](=[O:53])[C@@H:40]([C:47]3[CH:48]=[CH:49][CH:50]=[CH:51][CH:52]=3)[N:41]3[CH2:42][CH2:43][CH2:44][CH2:45][CH2:46]3)=[O:33])=[CH:27][CH:26]=2)=[CH:4][CH:3]=1. (3) The product is: [Cl:1][C:2]1[CH:3]=[N:4][C:5]([N:8]2[CH2:13][CH2:12][CH:11]([N:14]([CH:15]3[CH2:17][CH2:16]3)[C:22](=[O:23])[C:21]3[CH:25]=[CH:26][C:27]([N:28]4[C:32]([CH3:33])=[N:31][CH:30]=[N:29]4)=[C:19]([F:18])[CH:20]=3)[CH2:10][CH2:9]2)=[N:6][CH:7]=1. Given the reactants [Cl:1][C:2]1[CH:3]=[N:4][C:5]([N:8]2[CH2:13][CH2:12][CH:11]([NH:14][CH:15]3[CH2:17][CH2:16]3)[CH2:10][CH2:9]2)=[N:6][CH:7]=1.[F:18][C:19]1[CH:20]=[C:21]([CH:25]=[CH:26][C:27]=1[N:28]1[C:32]([CH3:33])=[N:31][CH:30]=[N:29]1)[C:22](O)=[O:23], predict the reaction product. (4) The product is: [N+:20]([C:23]1[CH:28]=[CH:27][CH:26]=[C:25]([O:29][CH2:8][CH2:9][CH2:10][CH2:11][CH2:12][O:13][C:14]2[CH:19]=[CH:18][CH:17]=[CH:16][CH:15]=2)[CH:24]=1)([O-:22])=[O:21]. Given the reactants C(=O)([O-])[O-].[K+].[K+].Br[CH2:8][CH2:9][CH2:10][CH2:11][CH2:12][O:13][C:14]1[CH:19]=[CH:18][CH:17]=[CH:16][CH:15]=1.[N+:20]([C:23]1[CH:24]=[C:25]([OH:29])[CH:26]=[CH:27][CH:28]=1)([O-:22])=[O:21].[I-].[K+], predict the reaction product. (5) Given the reactants [CH3:1][Si:2]([CH3:9])([CH3:8])N1C=CN=C1.[C:10]1([S:16]([CH2:19][C@@H:20]([C@@H:28]2[C@:36]3([CH2:37]C)[C@H:31]([C@@H:32]([O:39][Si:40]([C:43]([CH3:46])([CH3:45])[CH3:44])([CH3:42])[CH3:41])[CH2:33][CH2:34][CH2:35]3)[CH2:30][CH2:29]2)[CH2:21][CH2:22][CH2:23][C:24]([CH3:27])([OH:26])[CH3:25])(=[O:18])=[O:17])[CH:15]=[CH:14][CH:13]=[CH:12][CH:11]=1, predict the reaction product. The product is: [C:10]1([S:16]([CH2:19][C@@H:20]([C@@H:28]2[C@:36]3([CH3:37])[CH:31]([C@@H:32]([O:39][Si:40]([C:43]([CH3:45])([CH3:44])[CH3:46])([CH3:42])[CH3:41])[CH2:33][CH2:34][CH2:35]3)[CH2:30][CH2:29]2)[CH2:21][CH2:22][CH2:23][C:24]([CH3:27])([O:26][Si:2]([CH3:9])([CH3:8])[CH3:1])[CH3:25])(=[O:18])=[O:17])[CH:11]=[CH:12][CH:13]=[CH:14][CH:15]=1.